From a dataset of Full USPTO retrosynthesis dataset with 1.9M reactions from patents (1976-2016). Predict the reactants needed to synthesize the given product. (1) Given the product [Cl:40][C:22]1[C:23]([NH:25][C:26]2[CH:31]=[CH:30][C:29]([N:32]3[CH2:33][CH2:34][O:35][CH2:36][CH2:37]3)=[CH:28][C:27]=2[O:38][CH3:39])=[N:24][C:19]([NH:1][C:2]2[C:3]([O:16][CH3:17])=[CH:4][C:5]3[CH2:11][N:10]([CH2:12][CH3:13])[CH2:9][C:8](=[O:14])[NH:7][C:6]=3[CH:15]=2)=[N:20][CH:21]=1, predict the reactants needed to synthesize it. The reactants are: [NH2:1][C:2]1[C:3]([O:16][CH3:17])=[CH:4][C:5]2[CH2:11][N:10]([CH2:12][CH3:13])[CH2:9][C:8](=[O:14])[NH:7][C:6]=2[CH:15]=1.Cl[C:19]1[N:24]=[C:23]([NH:25][C:26]2[CH:31]=[CH:30][C:29]([N:32]3[CH2:37][CH2:36][O:35][CH2:34][CH2:33]3)=[CH:28][C:27]=2[O:38][CH3:39])[C:22]([Cl:40])=[CH:21][N:20]=1. (2) Given the product [F:16][C:14]([F:15])([F:17])[C:10]1[S:9][C:8]2=[N:7][C:6]([CH2:5][CH2:4][NH2:1])=[CH:13][N:12]2[N:11]=1, predict the reactants needed to synthesize it. The reactants are: [N:1]([CH2:4][CH2:5][C:6]1[N:7]=[C:8]2[N:12]([CH:13]=1)[N:11]=[C:10]([C:14]([F:17])([F:16])[F:15])[S:9]2)=[N+]=[N-].O.C1(P(C2C=CC=CC=2)C2C=CC=CC=2)C=CC=CC=1.